From a dataset of Reaction yield outcomes from USPTO patents with 853,638 reactions. Predict the reaction yield, written as a fraction of the theoretical maximum amount of product (1.0 means a 100% yield; for example, 0.34 means a 34% yield). (1) The reactants are Cl[S:2]([C:5]1[CH:6]=[C:7]2[C:11](=[CH:12][CH:13]=1)[NH:10][C:9](=[O:14])[CH2:8]2)(=[O:4])=[O:3].[CH3:15][NH:16][CH3:17]. The catalyst is CO. The product is [CH3:15][N:16]([CH3:17])[S:2]([C:5]1[CH:6]=[C:7]2[C:11](=[CH:12][CH:13]=1)[NH:10][C:9](=[O:14])[CH2:8]2)(=[O:4])=[O:3]. The yield is 0.790. (2) The reactants are [H-].[Al+3].[Li+].[H-].[H-].[H-].[CH3:7][C:8]1[CH:13]=[C:12]([CH3:14])[N:11]=[C:10]([C:15](OC)=[O:16])[CH:9]=1.C(OCC)(=O)C. The catalyst is O1CCCC1.ClCCl. The product is [CH3:7][C:8]1[CH:13]=[C:12]([CH3:14])[N:11]=[C:10]([CH2:15][OH:16])[CH:9]=1. The yield is 0.850. (3) The reactants are [Br:1][C:2]1[CH:7]=[CH:6][C:5]([C:8]([C:10]2[CH:15]=[CH:14][C:13]([N+:16]([O-:18])=[O:17])=[CH:12][CH:11]=2)=[O:9])=[CH:4][CH:3]=1.OS(O)(=O)=O.[N+:24]([O-])([OH:26])=[O:25]. The catalyst is ClC(Cl)C. The product is [Br:1][C:2]1[CH:3]=[CH:4][C:5]([C:8]([C:10]2[CH:15]=[CH:14][C:13]([N+:16]([O-:18])=[O:17])=[CH:12][CH:11]=2)=[O:9])=[CH:6][C:7]=1[N+:24]([O-:26])=[O:25]. The yield is 0.780.